This data is from CYP3A4 inhibition data for predicting drug metabolism from PubChem BioAssay. The task is: Regression/Classification. Given a drug SMILES string, predict its absorption, distribution, metabolism, or excretion properties. Task type varies by dataset: regression for continuous measurements (e.g., permeability, clearance, half-life) or binary classification for categorical outcomes (e.g., BBB penetration, CYP inhibition). Dataset: cyp3a4_veith. (1) The molecule is CN1CCN(c2ncc3nc(-c4cc(F)cc(F)c4)c(=O)n(-c4ccccc4)c3n2)CC1. The result is 1 (inhibitor). (2) The molecule is Cc1ccc(/C=N/n2c(COc3ccccc3)n[nH]c2=S)s1. The result is 0 (non-inhibitor). (3) The drug is NCCc1ccc(S(=O)(=O)F)cc1. The result is 0 (non-inhibitor). (4) The molecule is CC1=NN(c2ccc(C)cc2C)C(=O)C1C(c1ccccc1)C1C(=O)N(c2ccc(C)cc2C)N=C1C. The result is 1 (inhibitor). (5) The molecule is O=C(C[n+]1cccc(NC(=O)c2ccccc2)c1)c1ccc(NC(=O)c2ccccc2)cc1.[Br-]. The result is 0 (non-inhibitor). (6) The compound is CC[C@@](N)(C(=O)O)c1ccc(C(=O)O)cc1. The result is 0 (non-inhibitor). (7) The result is 0 (non-inhibitor). The molecule is CC1(O)CC(=O)N(c2ccccc2)O1. (8) The molecule is CCN1CCN(S(=O)(=O)c2ccc(Cl)nc2)CC1. The result is 0 (non-inhibitor). (9) The compound is O=C(c1ccco1)N1CCC2(CCCN(c3cccc(-c4ccccc4)c3)C2)CC1. The result is 1 (inhibitor). (10) The drug is Cc1nc2nc(C)c(CCC(=O)NCCCN3CCN(c4cccc(Cl)c4)CC3)c(C)n2n1.Cl. The result is 0 (non-inhibitor).